Dataset: Forward reaction prediction with 1.9M reactions from USPTO patents (1976-2016). Task: Predict the product of the given reaction. (1) The product is: [O:10]([CH2:17][CH2:18][C@@H:19]1[CH2:24][CH2:23][C@H:22]([CH2:25][NH:26][C:6]([C:3]2[CH:4]=[CH:5][NH:1][CH:2]=2)=[O:8])[CH2:21][CH2:20]1)[C:11]1[CH:16]=[CH:15][CH:14]=[CH:13][CH:12]=1. Given the reactants [NH:1]1[CH:5]=[CH:4][C:3]([C:6]([OH:8])=O)=[CH:2]1.Cl.[O:10]([CH2:17][CH2:18][C@@H:19]1[CH2:24][CH2:23][C@H:22]([CH2:25][NH2:26])[CH2:21][CH2:20]1)[C:11]1[CH:16]=[CH:15][CH:14]=[CH:13][CH:12]=1, predict the reaction product. (2) Given the reactants [C:1]1([OH:7])[CH:6]=[CH:5][CH:4]=[CH:3][CH:2]=1.C1OCCOCCOCCOCCOCCOC1.C(=O)([O-])[O-].[K+].[K+].Br[CH2:33][CH2:34][CH2:35][CH2:36][CH2:37][CH2:38][C:39]([O:41][CH2:42][CH3:43])=[O:40], predict the reaction product. The product is: [CH2:42]([O:41][C:39](=[O:40])[CH2:38][CH2:37][CH2:36][CH2:35][CH2:34][CH2:33][O:7][C:1]1[CH:6]=[CH:5][CH:4]=[CH:3][CH:2]=1)[CH3:43]. (3) Given the reactants [NH2:1][C:2]1[C:12](I)=[CH:11][C:10]([Br:14])=[C:4]2[C:5]([NH:7][C:8](=[O:9])[C:3]=12)=[O:6].[OH:15][CH2:16][C:17]1[CH:22]=[CH:21][C:20](B(O)O)=[CH:19][CH:18]=1, predict the reaction product. The product is: [NH2:1][C:2]1[C:12]([C:18]2[CH:19]=[CH:20][CH:21]=[CH:22][C:17]=2[CH2:16][OH:15])=[CH:11][C:10]([Br:14])=[C:4]2[C:5]([NH:7][C:8](=[O:9])[C:3]=12)=[O:6].[NH2:1][C:2]1[C:12]([C:20]2[CH:21]=[CH:22][C:17]([CH2:16][OH:15])=[CH:18][CH:19]=2)=[CH:11][C:10]([C:12]2[CH:11]=[CH:10][C:4]([CH2:5][OH:6])=[CH:3][CH:2]=2)=[C:4]2[C:5]([NH:7][C:8](=[O:9])[C:3]=12)=[O:6]. (4) Given the reactants [CH:1]([C:3]1[CH:8]=[CH:7][CH:6]=[C:5]([O:9][CH3:10])[N:4]=1)=[CH2:2].CO[CH2:13][N:14](C[Si](C)(C)C)[CH2:15][CH:16]=[CH2:17].[CH2:23]=CC1C=CC=CC=1, predict the reaction product. The product is: [CH3:10][O:9][C:5]1[CH:6]=[CH:7][CH:8]=[C:3]([CH:1]2[CH2:23][CH2:13][N:14]([CH2:15][CH:16]=[CH2:17])[CH2:2]2)[N:4]=1. (5) Given the reactants C[O:2][C:3]([C:5]1[C:6]2[CH:7]=[CH:8][N:9]([CH:20]([CH3:22])[CH3:21])[C:10]=2[CH:11]=[C:12]([O:14][CH2:15][CH2:16][N:17]([CH3:19])[CH3:18])[CH:13]=1)=[O:4].O[Li].O, predict the reaction product. The product is: [CH3:19][N:17]([CH3:18])[CH2:16][CH2:15][O:14][C:12]1[CH:13]=[C:5]([C:3]([OH:4])=[O:2])[C:6]2[CH:7]=[CH:8][N:9]([CH:20]([CH3:22])[CH3:21])[C:10]=2[CH:11]=1. (6) Given the reactants [Si:1]([O:18][C@H:19]1[CH2:24][CH2:23][C@@:22]([C@H:26]2[CH2:34][CH2:33][C@@:32]3([CH3:35])[C@@H:28]([CH2:29][CH2:30][C@:31]3([C:37]3[CH:42]=[CH:41][CH:40]=[CH:39][CH:38]=3)[OH:36])[C@@H:27]2[CH2:43][OH:44])([CH3:25])[C@@H:21]([CH2:45][OH:46])[CH2:20]1)([C:14]([CH3:17])([CH3:16])[CH3:15])([C:8]1[CH:13]=[CH:12][CH:11]=[CH:10][CH:9]=1)[C:2]1[CH:7]=[CH:6][CH:5]=[CH:4][CH:3]=1.[C:47](Cl)(=[O:52])[C:48]([CH3:51])([CH3:50])[CH3:49], predict the reaction product. The product is: [C:47]([O:46][CH2:45][C@H:21]1[CH2:20][C@@H:19]([O:18][Si:1]([C:14]([CH3:15])([CH3:17])[CH3:16])([C:2]2[CH:7]=[CH:6][CH:5]=[CH:4][CH:3]=2)[C:8]2[CH:9]=[CH:10][CH:11]=[CH:12][CH:13]=2)[CH2:24][CH2:23][C@@:22]1([C@H:26]1[CH2:34][CH2:33][C@@:32]2([CH3:35])[C@@H:28]([CH2:29][CH2:30][C@@:31]2([OH:36])[C:37]2[CH:38]=[CH:39][CH:40]=[CH:41][CH:42]=2)[C@@H:27]1[CH2:43][OH:44])[CH3:25])(=[O:52])[C:48]([CH3:51])([CH3:50])[CH3:49]. (7) The product is: [ClH:33].[ClH:33].[NH:8]1[CH2:12][CH2:11][C@@H:10]([NH:13][C:14]([C:16]2[CH:36]=[CH:35][C:19]3[N:20]([CH3:34])[C:21]([NH:23][C:24]4[S:25][C:26]5[CH:32]=[C:31]([Cl:33])[CH:30]=[CH:29][C:27]=5[N:28]=4)=[N:22][C:18]=3[CH:17]=2)=[O:15])[CH2:9]1. Given the reactants C(OC([N:8]1[CH2:12][CH2:11][C@@H:10]([NH:13][C:14]([C:16]2[CH:36]=[CH:35][C:19]3[N:20]([CH3:34])[C:21]([NH:23][C:24]4[S:25][C:26]5[CH:32]=[C:31]([Cl:33])[CH:30]=[CH:29][C:27]=5[N:28]=4)=[N:22][C:18]=3[CH:17]=2)=[O:15])[CH2:9]1)=O)(C)(C)C, predict the reaction product. (8) The product is: [Cl:1][C:2]1[CH:3]=[CH:4][C:5]2[N:11]3[C:12]([CH:15]([F:16])[F:17])=[N:13][N:14]=[C:10]3[C@@H:9]([CH2:18][C:19]3[S:20][C:21]([CH2:24][CH2:25][C:26]([OH:28])=[O:27])=[CH:22][N:23]=3)[S:8][C@H:7]([C:30]3[CH:35]=[CH:34][CH:33]=[C:32]([O:36][CH3:37])[C:31]=3[O:38][CH3:39])[C:6]=2[CH:40]=1. Given the reactants [Cl:1][C:2]1[CH:3]=[CH:4][C:5]2[N:11]3[C:12]([CH:15]([F:17])[F:16])=[N:13][N:14]=[C:10]3[C@@H:9]([CH2:18][C:19]3[S:20][C:21]([CH2:24][CH2:25][C:26]([O:28]C)=[O:27])=[CH:22][N:23]=3)[S:8][C@H:7]([C:30]3[CH:35]=[CH:34][CH:33]=[C:32]([O:36][CH3:37])[C:31]=3[O:38][CH3:39])[C:6]=2[CH:40]=1.C(=O)([O-])[O-].[K+].[K+].Cl, predict the reaction product. (9) Given the reactants P(Cl)(Cl)(Cl)(Cl)[Cl:2].C([O:9][C:10](=O)[NH:11][CH:12]([C:19]1[CH:24]=[CH:23][C:22]([C:25]#[N:26])=[CH:21][CH:20]=1)NC(=O)OCC)C, predict the reaction product. The product is: [Cl:2][CH:12]([N:11]=[C:10]=[O:9])[C:19]1[CH:24]=[CH:23][C:22]([C:25]#[N:26])=[CH:21][CH:20]=1.